From a dataset of Full USPTO retrosynthesis dataset with 1.9M reactions from patents (1976-2016). Predict the reactants needed to synthesize the given product. (1) Given the product [CH2:1]([N:8]1[CH2:12][CH2:11][C:10]([C:13]([N:19]2[CH2:20][C:21]3[C:26](=[CH:25][CH:24]=[CH:23][CH:22]=3)[CH2:18]2)=[O:15])([OH:16])[C:9]1=[O:17])[C:2]1[CH:3]=[CH:4][CH:5]=[CH:6][CH:7]=1, predict the reactants needed to synthesize it. The reactants are: [CH2:1]([N:8]1[CH2:12][CH2:11][C:10]([OH:16])([C:13]([OH:15])=O)[C:9]1=[O:17])[C:2]1[CH:7]=[CH:6][CH:5]=[CH:4][CH:3]=1.[CH2:18]1[C:26]2[C:21](=[CH:22][CH:23]=[CH:24][CH:25]=2)[CH2:20][NH:19]1.CN1CCOCC1. (2) The reactants are: [NH:1]1[C:9]2[C:4](=[CH:5][C:6]([C:10]3[C:18]4[C:13](=[N:14][CH:15]=[N:16][C:17]=4[NH2:19])[N:12]([CH3:20])[N:11]=3)=[CH:7][CH:8]=2)[CH2:3][CH2:2]1.[CH3:21][C:22]1[CH:23]=[C:24]([CH2:28][C:29](O)=[O:30])[CH:25]=[CH:26][CH:27]=1.CN(C(ON1N=NC2C=CC=NC1=2)=[N+](C)C)C.F[P-](F)(F)(F)(F)F.CCN(C(C)C)C(C)C. Given the product [CH3:20][N:12]1[C:13]2=[N:14][CH:15]=[N:16][C:17]([NH2:19])=[C:18]2[C:10]([C:6]2[CH:5]=[C:4]3[C:9](=[CH:8][CH:7]=2)[N:1]([C:29](=[O:30])[CH2:28][C:24]2[CH:25]=[CH:26][CH:27]=[C:22]([CH3:21])[CH:23]=2)[CH2:2][CH2:3]3)=[N:11]1, predict the reactants needed to synthesize it. (3) Given the product [CH2:1]([O:3][C:4]([N:6]1[C:15]2[C:10](=[N:11][C:12]([O:16][CH3:17])=[CH:13][CH:14]=2)[C@@H:9]([NH:18][C:19]2[N:24]=[C:23]([CH2:25][C:26]3[CH:31]=[C:30]([C:32]([F:35])([F:34])[F:33])[CH:29]=[C:28]([C:36]([F:39])([F:38])[F:37])[CH:27]=3)[C:22]([CH2:40][CH2:41][CH2:42][Br:66])=[CH:21][N:20]=2)[CH2:8][C@H:7]1[CH2:44][CH3:45])=[O:5])[CH3:2], predict the reactants needed to synthesize it. The reactants are: [CH2:1]([O:3][C:4]([N:6]1[C:15]2[C:10](=[N:11][C:12]([O:16][CH3:17])=[CH:13][CH:14]=2)[C@@H:9]([NH:18][C:19]2[N:24]=[C:23]([CH2:25][C:26]3[CH:31]=[C:30]([C:32]([F:35])([F:34])[F:33])[CH:29]=[C:28]([C:36]([F:39])([F:38])[F:37])[CH:27]=3)[C:22]([CH2:40][CH2:41][CH2:42]O)=[CH:21][N:20]=2)[CH2:8][C@H:7]1[CH2:44][CH3:45])=[O:5])[CH3:2].C1(P(C2C=CC=CC=2)C2C=CC=CC=2)C=CC=CC=1.C(Br)(Br)(Br)[Br:66]. (4) Given the product [CH3:1][N:2]1[C:10]2[C:5](=[CH:6][CH:7]=[C:8]([NH:11][C:12]3[C:13]4[CH:36]=[CH:35][NH:34][C:14]=4[N:15]=[C:16]([NH:18][C:19]4[CH:24]=[CH:23][C:22]([N:25]5[CH2:30][CH2:29][NH:28][CH2:27][CH2:26]5)=[CH:21][CH:20]=4)[N:17]=3)[CH:9]=2)[CH:4]=[N:3]1, predict the reactants needed to synthesize it. The reactants are: [CH3:1][N:2]1[C:10]2[C:5](=[CH:6][CH:7]=[C:8]([NH:11][C:12]3[C:13]4[CH:36]=[CH:35][NH:34][C:14]=4[N:15]=[C:16]([NH:18][C:19]4[CH:24]=[CH:23][C:22]([N:25]5[CH2:30][CH2:29][N:28](C(=O)C)[CH2:27][CH2:26]5)=[CH:21][CH:20]=4)[N:17]=3)[CH:9]=2)[CH:4]=[N:3]1.[OH-].[K+].CC(O)=O. (5) The reactants are: [Cl:1][C:2]1[CH:7]=[C:6]([O:8][C:9]2[CH:14]=[CH:13][C:12]([Cl:15])=[CH:11][CH:10]=2)[CH:5]=[CH:4][C:3]=1[C:16]1[N:17]=[C:18]([NH2:21])[S:19][CH:20]=1.[Br:22][C:23]1[C:28]([F:29])=[CH:27][C:26]([S:30](Cl)(=[O:32])=[O:31])=[C:25]([F:34])[CH:24]=1. Given the product [Br:22][C:23]1[C:28]([F:29])=[CH:27][C:26]([S:30]([NH:21][C:18]2[S:19][CH:20]=[C:16]([C:3]3[CH:4]=[CH:5][C:6]([O:8][C:9]4[CH:14]=[CH:13][C:12]([Cl:15])=[CH:11][CH:10]=4)=[CH:7][C:2]=3[Cl:1])[N:17]=2)(=[O:31])=[O:32])=[C:25]([F:34])[CH:24]=1, predict the reactants needed to synthesize it. (6) Given the product [C:1]([N:5]1[C:9](=[O:10])[CH:8]=[C:7]([C:24]2[CH:25]=[CH:26][CH:27]=[C:22]([O:21][Si:14]([C:17]([CH3:20])([CH3:19])[CH3:18])([CH3:15])[CH3:16])[CH:23]=2)[S:6]1(=[O:13])=[O:12])([CH3:4])([CH3:3])[CH3:2], predict the reactants needed to synthesize it. The reactants are: [C:1]([N:5]1[C:9](=[O:10])[CH:8]=[C:7](Cl)[S:6]1(=[O:13])=[O:12])([CH3:4])([CH3:3])[CH3:2].[Si:14]([O:21][C:22]1[CH:23]=[C:24](B(O)O)[CH:25]=[CH:26][CH:27]=1)([C:17]([CH3:20])([CH3:19])[CH3:18])([CH3:16])[CH3:15].